From a dataset of Peptide-MHC class II binding affinity with 134,281 pairs from IEDB. Regression. Given a peptide amino acid sequence and an MHC pseudo amino acid sequence, predict their binding affinity value. This is MHC class II binding data. (1) The peptide sequence is ECQVQTAVDFGNSYI. The MHC is DRB1_1501 with pseudo-sequence DRB1_1501. The binding affinity (normalized) is 0.164. (2) The peptide sequence is GTWTYDGSVVA. The MHC is HLA-DPA10201-DPB10501 with pseudo-sequence HLA-DPA10201-DPB10501. The binding affinity (normalized) is 0.0223. (3) The peptide sequence is NDNYTEIKGQLVFIG. The MHC is DRB1_1101 with pseudo-sequence DRB1_1101. The binding affinity (normalized) is 0.0186. (4) The MHC is DRB1_0101 with pseudo-sequence DRB1_0101. The peptide sequence is YNKLKTGQLHEEFTT. The binding affinity (normalized) is 0.530. (5) The peptide sequence is ALLVVAVGLRVV. The MHC is DRB1_1101 with pseudo-sequence DRB1_1101. The binding affinity (normalized) is 0. (6) The peptide sequence is GGGFGMLLRKYGIAA. The MHC is DRB1_0802 with pseudo-sequence DRB1_0802. The binding affinity (normalized) is 0.254. (7) The peptide sequence is FAATAGTTVYGAFAA. The MHC is HLA-DQA10401-DQB10402 with pseudo-sequence HLA-DQA10401-DQB10402. The binding affinity (normalized) is 0.514. (8) The peptide sequence is KKTHISYIMLIFFVLMV. The MHC is HLA-DQA10103-DQB10603 with pseudo-sequence HLA-DQA10103-DQB10603. The binding affinity (normalized) is 0. (9) The peptide sequence is IRQAGVQYSR. The MHC is DRB5_0101 with pseudo-sequence DRB5_0101. The binding affinity (normalized) is 0.